From a dataset of Catalyst prediction with 721,799 reactions and 888 catalyst types from USPTO. Predict which catalyst facilitates the given reaction. (1) Product: [Br:28][CH2:18][C:14]1[CH:13]=[C:12]2[C:17]([C:8]([C:5]3[CH:6]=[CH:7][C:2]([F:1])=[CH:3][CH:4]=3)=[CH:9][C:10]([C:19]#[N:20])=[N:11]2)=[CH:16][CH:15]=1. Reactant: [F:1][C:2]1[CH:7]=[CH:6][C:5]([C:8]2[C:17]3[C:12](=[CH:13][C:14]([CH3:18])=[CH:15][CH:16]=3)[N:11]=[C:10]([C:19]#[N:20])[CH:9]=2)=[CH:4][CH:3]=1.C1C(=O)N([Br:28])C(=O)C1.CC(N=NC(C#N)(C)C)(C#N)C. The catalyst class is: 53. (2) Reactant: [NH2:1][C:2]1[S:6][C:5]2[CH2:7][CH2:8][CH2:9][C:4]=2[C:3]=1[C:10]([NH2:12])=[O:11].[N+:13]([C:16]1[CH:21]=[CH:20][C:19]([S:22][CH2:23][C:24](O)=[O:25])=[CH:18][CH:17]=1)([O-:15])=[O:14].CCN=C=NCCCN(C)C.Cl.O. Product: [N+:13]([C:16]1[CH:17]=[CH:18][C:19]([S:22][CH2:23][C:24]([NH:1][C:2]2[S:6][C:5]3[CH2:7][CH2:8][CH2:9][C:4]=3[C:3]=2[C:10]([NH2:12])=[O:11])=[O:25])=[CH:20][CH:21]=1)([O-:15])=[O:14]. The catalyst class is: 444. (3) The catalyst class is: 16. Product: [C:1]([C:3]1[CH:8]=[CH:7][N:6]=[C:5]([CH:9]=[O:10])[CH:4]=1)#[N:2]. Reactant: [C:1]([C:3]1[CH:8]=[CH:7][N:6]=[C:5]([CH2:9][OH:10])[CH:4]=1)#[N:2].P(=O)(O)(O)O. (4) Reactant: [OH:1][C:2]1[CH:10]=[CH:9][C:5]([C:6]([OH:8])=O)=[CH:4][CH:3]=1.[NH:11]1[CH2:14][CH2:13][CH2:12]1. Product: [N:11]1([C:6]([C:5]2[CH:4]=[CH:3][C:2]([OH:1])=[CH:10][CH:9]=2)=[O:8])[CH2:14][CH2:13][CH2:12]1. The catalyst class is: 10. (5) Reactant: C(O[C:4]([C:6]1[CH:7]=[N:8][C:9]2[C:14]([C:15]=1Cl)=[N:13][C:12]([F:17])=[CH:11][CH:10]=2)=[O:5])C.[C:18]1([NH:24][NH2:25])[CH:23]=[CH:22][CH:21]=[CH:20][CH:19]=1. Product: [F:17][C:12]1[CH:11]=[CH:10][C:9]2[NH:8][CH:7]=[C:6]3[C:4](=[O:5])[N:24]([C:18]4[CH:23]=[CH:22][CH:21]=[CH:20][CH:19]=4)[N:25]=[C:15]3[C:14]=2[N:13]=1. The catalyst class is: 66. (6) Reactant: [Cl:1][C:2]1[S:6][C:5]([C@@H:7]([NH:10]C(=O)OC(C)(C)C)[CH:8]=[O:9])=[CH:4][CH:3]=1.[Cl:18][C:19]1[CH:20]=[C:21]([Mg]Br)[CH:22]=[CH:23][CH:24]=1. Product: [NH2:10][C@H:7]([C:5]1[S:6][C:2]([Cl:1])=[CH:3][CH:4]=1)[C@@H:8]([C:23]1[CH:22]=[CH:21][CH:20]=[C:19]([Cl:18])[CH:24]=1)[OH:9]. The catalyst class is: 1. (7) Reactant: [Br:1][C:2]1[CH:9]=[CH:8][C:5]([CH2:6][OH:7])=[C:4]([Cl:10])[CH:3]=1.C(N(CC)CC)C.[CH3:18][S:19](Cl)(=[O:21])=[O:20]. Product: [Br:1][C:2]1[CH:9]=[CH:8][C:5]([CH2:6][O:7][S:19]([CH3:18])(=[O:21])=[O:20])=[C:4]([Cl:10])[CH:3]=1. The catalyst class is: 4.